This data is from NCI-60 drug combinations with 297,098 pairs across 59 cell lines. The task is: Regression. Given two drug SMILES strings and cell line genomic features, predict the synergy score measuring deviation from expected non-interaction effect. (1) Drug 1: C1=NC(=NC(=O)N1C2C(C(C(O2)CO)O)O)N. Drug 2: C(=O)(N)NO. Cell line: DU-145. Synergy scores: CSS=23.8, Synergy_ZIP=-0.672, Synergy_Bliss=4.74, Synergy_Loewe=-13.5, Synergy_HSA=2.15. (2) Drug 1: CN1CCC(CC1)COC2=C(C=C3C(=C2)N=CN=C3NC4=C(C=C(C=C4)Br)F)OC. Drug 2: C1CNP(=O)(OC1)N(CCCl)CCCl. Cell line: SF-295. Synergy scores: CSS=3.92, Synergy_ZIP=0.587, Synergy_Bliss=2.74, Synergy_Loewe=-0.417, Synergy_HSA=1.48. (3) Drug 1: CN1CCC(CC1)COC2=C(C=C3C(=C2)N=CN=C3NC4=C(C=C(C=C4)Br)F)OC. Drug 2: CCCS(=O)(=O)NC1=C(C(=C(C=C1)F)C(=O)C2=CNC3=C2C=C(C=N3)C4=CC=C(C=C4)Cl)F. Cell line: SNB-19. Synergy scores: CSS=-2.46, Synergy_ZIP=0.125, Synergy_Bliss=0.460, Synergy_Loewe=-5.53, Synergy_HSA=-1.95.